Task: Predict the product of the given reaction.. Dataset: Forward reaction prediction with 1.9M reactions from USPTO patents (1976-2016) Given the reactants [CH2:1]([O:8][C:9]([N:11]1[CH2:16][CH2:15][C:14]2[O:17][C:18]([C:20](=[O:28])[NH:21][CH2:22][CH:23](OC)[O:24]C)=[N:19][C:13]=2[CH2:12]1)=[O:10])[C:2]1[CH:7]=[CH:6][CH:5]=[CH:4][CH:3]=1.C(O)(C(F)(F)F)=O, predict the reaction product. The product is: [CH2:1]([O:8][C:9]([N:11]1[CH2:16][CH2:15][C:14]2[O:17][C:18]([C:20](=[O:28])[NH:21][CH2:22][CH:23]=[O:24])=[N:19][C:13]=2[CH2:12]1)=[O:10])[C:2]1[CH:7]=[CH:6][CH:5]=[CH:4][CH:3]=1.